From a dataset of Forward reaction prediction with 1.9M reactions from USPTO patents (1976-2016). Predict the product of the given reaction. (1) Given the reactants [O:1]=[C:2]([C:6]1[CH:11]=[CH:10][CH:9]=[CH:8][CH:7]=1)[CH2:3][C:4]#[N:5].[Br:12][C:13]1[CH:19]=[CH:18][C:16]([NH2:17])=[CH:15][CH:14]=1, predict the reaction product. The product is: [Br:12][C:13]1[CH:19]=[CH:18][C:16]([NH:17][C:4](=[NH:5])[CH2:3][C:2](=[O:1])[C:6]2[CH:7]=[CH:8][CH:9]=[CH:10][CH:11]=2)=[CH:15][CH:14]=1. (2) Given the reactants Br[C:2]1[CH:8]=[C:7]([F:9])[C:5]([NH2:6])=[CH:4][CH:3]=1.[CH3:10][O:11][C:12]1[CH:13]=[C:14](B(O)O)[CH:15]=[CH:16][CH:17]=1, predict the reaction product. The product is: [F:9][C:7]1[CH:8]=[C:2]([C:16]2[CH:15]=[CH:14][CH:13]=[C:12]([O:11][CH3:10])[CH:17]=2)[CH:3]=[CH:4][C:5]=1[NH2:6]. (3) Given the reactants [O:1]1[CH2:6][CH2:5][CH:4]([CH2:7][C:8]([O:10][CH2:11][CH3:12])=[O:9])[CH2:3][CH2:2]1.C[Si]([N-][Si](C)(C)C)(C)C.[Li+].C1C=CC(S(N(S(C2C=CC=CC=2)(=O)=O)[F:33])(=O)=O)=CC=1.[Cl-].[NH4+], predict the reaction product. The product is: [F:33][CH:7]([CH:4]1[CH2:5][CH2:6][O:1][CH2:2][CH2:3]1)[C:8]([O:10][CH2:11][CH3:12])=[O:9]. (4) Given the reactants [C:1]([O:5][C:6]([NH:8][CH2:9][CH2:10][CH2:11][N:12]1[C:21]2[C:22]3[CH:23]=[CH:24][CH:25]=[CH:26][C:27]=3[C:28](=[O:29])[C:20]=2[C:19]2[C:14](=[CH:15][C:16]([NH:30][CH2:31][C:32]([O:34]CC)=[O:33])=[CH:17][CH:18]=2)[C:13]1=[O:37])=[O:7])([CH3:4])([CH3:3])[CH3:2], predict the reaction product. The product is: [C:1]([O:5][C:6]([NH:8][CH2:9][CH2:10][CH2:11][N:12]1[C:21]2[C:22]3[CH:23]=[CH:24][CH:25]=[CH:26][C:27]=3[C:28](=[O:29])[C:20]=2[C:19]2[C:14](=[CH:15][C:16]([NH:30][CH2:31][C:32]([OH:34])=[O:33])=[CH:17][CH:18]=2)[C:13]1=[O:37])=[O:7])([CH3:4])([CH3:2])[CH3:3]. (5) Given the reactants [Br:1][C:2]1[CH:3]=[C:4]2[C:9](=[CH:10][CH:11]=1)[NH:8][CH2:7][C:6](=O)[CH2:5]2.[Cl-].[Cl-].[Cl-].[Al+3].[H-].[Al+3].[Li+].[H-].[H-].[H-], predict the reaction product. The product is: [Br:1][C:2]1[CH:3]=[C:4]2[C:9](=[CH:10][CH:11]=1)[NH:8][CH2:7][CH2:6][CH2:5]2. (6) Given the reactants [CH2:1]([C:4]1[C:9]([CH3:10])=[CH:8][C:7]([CH3:11])=[CH:6][C:5]=1[OH:12])[CH:2]=[CH2:3].Cl.[OH-].[Na+], predict the reaction product. The product is: [CH3:3][CH:2]1[CH2:1][C:4]2[C:9]([CH3:10])=[CH:8][C:7]([CH3:11])=[CH:6][C:5]=2[O:12]1. (7) Given the reactants [NH2:1][C:2]1[CH:3]=[CH:4][C:5]2[CH2:11][CH2:10][CH2:9][C:8](=[O:12])[NH:7][C:6]=2[CH:13]=1.Cl[C:15]1[N:20]=[C:19]([NH:21][C:22]2[CH:27]=[CH:26][CH:25]=[CH:24][C:23]=2[S:28]([N:31]2[CH2:35][CH2:34][CH2:33][CH2:32]2)(=[O:30])=[O:29])[C:18]([Cl:36])=[CH:17][N:16]=1.C12(CS(O)(=O)=O)C(C)(C)C(CC1)CC2=O.C(=O)(O)[O-].[Na+], predict the reaction product. The product is: [Cl:36][C:18]1[C:19]([NH:21][C:22]2[CH:27]=[CH:26][CH:25]=[CH:24][C:23]=2[S:28]([N:31]2[CH2:35][CH2:34][CH2:33][CH2:32]2)(=[O:30])=[O:29])=[N:20][C:15]([NH:1][C:2]2[CH:3]=[CH:4][C:5]3[CH2:11][CH2:10][CH2:9][C:8](=[O:12])[NH:7][C:6]=3[CH:13]=2)=[N:16][CH:17]=1.